Dataset: Catalyst prediction with 721,799 reactions and 888 catalyst types from USPTO. Task: Predict which catalyst facilitates the given reaction. (1) Reactant: [N:1]1[CH:6]=[CH:5][N:4]=[CH:3][C:2]=1[C:7](=O)[CH2:8][C:9](=O)[C:10]([O:12][CH3:13])=[O:11].[Cl:16][C:17]1[N:18]=[N:19][C:20]([NH:23][NH2:24])=[CH:21][CH:22]=1.Cl.C(=O)(O)[O-].[Na+]. Product: [Cl:16][C:17]1[N:18]=[N:19][C:20]([N:23]2[C:7]([C:2]3[CH:3]=[N:4][CH:5]=[CH:6][N:1]=3)=[CH:8][C:9]([C:10]([O:12][CH3:13])=[O:11])=[N:24]2)=[CH:21][CH:22]=1. The catalyst class is: 125. (2) Reactant: [CH3:1][NH:2][CH2:3][CH2:4][O:5][CH2:6][C:7]([OH:9])=[O:8].C(N(CC)CC)C.[CH3:17][O:18][C:19](Cl)=[O:20]. Product: [CH3:17][O:18][C:19]([N:2]([CH3:1])[CH2:3][CH2:4][O:5][CH2:6][C:7]([OH:9])=[O:8])=[O:20]. The catalyst class is: 3.